From a dataset of Full USPTO retrosynthesis dataset with 1.9M reactions from patents (1976-2016). Predict the reactants needed to synthesize the given product. (1) Given the product [CH3:28][N:29]1[CH2:30][CH2:31][N:32]([C:35]2[CH:41]=[CH:40][C:38]([NH:39][C:2]3[C:11]4=[N:12][NH:13][C:14]([C:15]([F:17])([F:18])[F:16])=[C:10]4[C:9]4[CH:8]=[CH:7][CH:6]=[CH:5][C:4]=4[N:3]=3)=[CH:37][CH:36]=2)[CH2:33][CH2:34]1, predict the reactants needed to synthesize it. The reactants are: Cl[C:2]1[C:11]2=[N:12][N:13](CC3C=CC(OC)=CC=3)[C:14]([C:15]([F:18])([F:17])[F:16])=[C:10]2[C:9]2[CH:8]=[CH:7][CH:6]=[CH:5][C:4]=2[N:3]=1.[CH3:28][N:29]1[CH2:34][CH2:33][N:32]([C:35]2[CH:41]=[CH:40][C:38]([NH2:39])=[CH:37][CH:36]=2)[CH2:31][CH2:30]1.Cl. (2) Given the product [NH2:3][C:2]([NH2:4])=[N:1][C:8](=[O:9])[C:7]1[CH:12]=[C:13]([S:21]([CH3:24])(=[O:23])=[O:22])[C:14]([N:16]2[CH:20]=[CH:19][CH:18]=[CH:17]2)=[CH:15][C:6]=1[CH3:5], predict the reactants needed to synthesize it. The reactants are: [NH2:1][C:2]([NH2:4])=[NH:3].[CH3:5][C:6]1[CH:15]=[C:14]([N:16]2[CH:20]=[CH:19][CH:18]=[CH:17]2)[C:13]([S:21]([CH3:24])(=[O:23])=[O:22])=[CH:12][C:7]=1[C:8](OC)=[O:9].O. (3) Given the product [F:19][C:2]([F:1])([F:20])[C:3]1[CH:4]=[CH:5][C:6]([O:9][C:10]2[CH:15]=[CH:14][C:13]([CH2:16][CH2:17][NH2:18])=[CH:12][CH:11]=2)=[N:7][CH:8]=1, predict the reactants needed to synthesize it. The reactants are: [F:1][C:2]([F:20])([F:19])[C:3]1[CH:4]=[CH:5][C:6]([O:9][C:10]2[CH:15]=[CH:14][C:13]([CH2:16][C:17]#[N:18])=[CH:12][CH:11]=2)=[N:7][CH:8]=1.N.[H][H]. (4) Given the product [CH3:38][C:29]1[CH:28]=[C:26]([NH:27][S:19]([C:16]2[CH:17]=[CH:18][C:13]([S:10]([CH3:9])(=[O:12])=[O:11])=[CH:14][CH:15]=2)(=[O:21])=[O:20])[CH:25]=[C:24]([CH3:23])[C:30]=1[S:31]([CH2:34][N+:35]([O-:37])=[O:36])(=[O:33])=[O:32], predict the reactants needed to synthesize it. The reactants are: N1C=CC=CC=1.[OH-].[K+].[CH3:9][S:10]([C:13]1[CH:18]=[CH:17][C:16]([S:19](Cl)(=[O:21])=[O:20])=[CH:15][CH:14]=1)(=[O:12])=[O:11].[CH3:23][C:24]1[CH:25]=[C:26]([CH:28]=[C:29]([CH3:38])[C:30]=1[S:31]([CH2:34][N+:35]([O-:37])=[O:36])(=[O:33])=[O:32])[NH2:27].Cl. (5) Given the product [Cl:16][C:8]1[CH:7]=[N:6][C:5]2[C:10](=[C:11]([CH3:12])[C:2]([F:1])=[CH:3][CH:4]=2)[N:9]=1, predict the reactants needed to synthesize it. The reactants are: [F:1][C:2]1[C:11]([CH3:12])=[C:10]2[C:5]([N:6]=[CH:7][C:8](=O)[NH:9]2)=[CH:4][CH:3]=1.P(Cl)(Cl)([Cl:16])=O. (6) Given the product [Cl:19][C:9]1[N:10]=[CH:11][C:2]([F:1])=[C:3]2[C:8]=1[N:7]=[CH:6][C:5]([C:15]#[N:16])=[CH:4]2, predict the reactants needed to synthesize it. The reactants are: [F:1][CH:2]1[CH:11](OC)[NH:10][C:9](=O)[C:8]2[N:7]=[CH:6][C:5]([C:15]#[N:16])=[CH:4][C:3]1=2.O=P(Cl)(Cl)[Cl:19]. (7) Given the product [F:1][C:2]1[CH:3]=[CH:4][C:5]([O:21][CH3:22])=[C:6]([C:8]([CH3:20])([CH3:19])[CH2:9][C:10]([C:14]([F:16])([F:17])[F:15])([OH:18])[C:11](=[N:23][C:24]2[CH:33]=[CH:32][CH:31]=[C:30]3[C:25]=2[CH:26]=[CH:27][C:28]([CH3:34])=[N:29]3)[CH3:12])[CH:7]=1, predict the reactants needed to synthesize it. The reactants are: [F:1][C:2]1[CH:3]=[CH:4][C:5]([O:21][CH3:22])=[C:6]([C:8]([CH3:20])([CH3:19])[CH2:9][C:10]([OH:18])([C:14]([F:17])([F:16])[F:15])[C:11](=O)[CH3:12])[CH:7]=1.[NH2:23][C:24]1[CH:33]=[CH:32][CH:31]=[C:30]2[C:25]=1[CH:26]=[CH:27][C:28]([CH3:34])=[N:29]2.[Na+].[Cl-].C(OCC)(=O)C. (8) Given the product [Br:1][C:2]1[C:3]([N:12]=[CH:15][N:16]([CH3:18])[CH3:17])=[N:4][CH:5]=[C:6]([N+:9]([O-:11])=[O:10])[C:7]=1/[CH:8]=[CH:15]/[N:16]([CH3:18])[CH3:17], predict the reactants needed to synthesize it. The reactants are: [Br:1][C:2]1[C:3]([NH2:12])=[N:4][CH:5]=[C:6]([N+:9]([O-:11])=[O:10])[C:7]=1[CH3:8].CO[CH:15](OC)[N:16]([CH3:18])[CH3:17]. (9) Given the product [CH3:1][O:2][C:3](=[O:22])[C:4]1[CH:9]=[CH:8][C:7]([C:10]([F:13])([F:12])[F:11])=[C:6]([CH:23]2[CH2:25][CH2:24]2)[CH:5]=1, predict the reactants needed to synthesize it. The reactants are: [CH3:1][O:2][C:3](=[O:22])[C:4]1[CH:9]=[CH:8][C:7]([C:10]([F:13])([F:12])[F:11])=[C:6](OS(C(F)(F)F)(=O)=O)[CH:5]=1.[CH:23]1(OB(O)O)[CH2:25][CH2:24]1.C(=O)([O-])[O-].[Cs+].[Cs+]. (10) Given the product [CH3:1][S:2]([C:3]1[S:7][C:6]([C:8]2[CH:16]=[CH:15][C:11]3[CH:12]=[N:13][S:14][C:10]=3[CH:9]=2)=[N:5][N:4]=1)(=[O:21])=[O:23], predict the reactants needed to synthesize it. The reactants are: [CH3:1][S:2][C:3]1[S:7][C:6]([C:8]2[CH:16]=[CH:15][C:11]3[CH:12]=[N:13][S:14][C:10]=3[CH:9]=2)=[N:5][N:4]=1.OO.CC(O)=[O:21].[OH2:23].